Dataset: Forward reaction prediction with 1.9M reactions from USPTO patents (1976-2016). Task: Predict the product of the given reaction. (1) Given the reactants C1(C(C2C=CC=CC=2)(C2C=CC=CC=2)[N:8]2[C:12]([C:13]3[CH:18]=[CH:17][CH:16]=[CH:15][C:14]=3[C:19]3[CH:24]=[CH:23][C:22]([CH2:25]Br)=[CH:21][CH:20]=3)=[N:11]N=[N:9]2)C=CC=CC=1.[CH2:39]([C:43]1[NH:44][C:45]([CH:49]=[O:50])=[C:46]([Cl:48])[N:47]=1)[CH2:40][CH2:41][CH3:42].CC[CH2:53][CH2:54][CH2:55][CH2:56][CH2:57][C:58]([C:60]([NH3+:79])([C:70]([CH2:72][CH2:73][CH2:74][CH2:75][CH2:76]CC)=O)[C:61]([CH2:63][CH2:64][CH2:65][CH2:66][CH2:67]CC)=O)=O.[Cl-].[OH-].[K+].[BH4-].[Na+], predict the reaction product. The product is: [CH3:42][CH2:41][CH2:40][CH2:39][C:43]1[N:44]([CH2:25][C:22]2[CH:21]=[CH:20][C:19]([C:14]3[C:13]([C:12]4[N:8]=[N:9][N:79]([C:60]([C:58]5[CH:53]=[CH:54][CH:55]=[CH:56][CH:57]=5)([C:61]5[CH:63]=[CH:64][CH:65]=[CH:66][CH:67]=5)[C:70]5[CH:72]=[CH:73][CH:74]=[CH:75][CH:76]=5)[N:11]=4)=[CH:18][CH:17]=[CH:16][CH:15]=3)=[CH:24][CH:23]=2)[C:45]([CH2:49][OH:50])=[C:46]([Cl:48])[N:47]=1. (2) The product is: [O:18]1[CH2:19][CH2:20][N:15]([C:4]2[C:5]3[O:10][C:9]4[CH:11]=[CH:12][CH:13]=[CH:14][C:8]=4[C:6]=3[N:7]=[C:2]([C:26]3[CH:27]=[C:22]([OH:21])[CH:23]=[CH:24][CH:25]=3)[N:3]=2)[CH2:16][CH2:17]1. Given the reactants Cl[C:2]1[N:3]=[C:4]([N:15]2[CH2:20][CH2:19][O:18][CH2:17][CH2:16]2)[C:5]2[O:10][C:9]3[CH:11]=[CH:12][CH:13]=[CH:14][C:8]=3[C:6]=2[N:7]=1.[OH:21][C:22]1[CH:23]=[C:24](B2OC(C)(C)C(C)(C)O2)[CH:25]=[CH:26][CH:27]=1, predict the reaction product. (3) Given the reactants Cl.[CH2:2]1[C:11]2[C:6](=[CH:7][CH:8]=[CH:9][CH:10]=2)[CH2:5][CH2:4][N:3]1[CH2:12][C:13]([OH:15])=O.[CH2:16]([C@H:23]1[CH2:27][NH:26][C@H:25]([C:28]([NH:30][C:31]2[CH:36]=[CH:35][C:34]([O:37][C:38]3[CH:43]=[CH:42][C:41]([F:44])=[CH:40][CH:39]=3)=[CH:33][CH:32]=2)=[O:29])[CH2:24]1)[C:17]1[CH:22]=[CH:21][CH:20]=[CH:19][CH:18]=1, predict the reaction product. The product is: [CH2:16]([C@H:23]1[CH2:27][N:26]([C:13](=[O:15])[CH2:12][N:3]2[CH2:4][CH2:5][C:6]3[C:11](=[CH:10][CH:9]=[CH:8][CH:7]=3)[CH2:2]2)[C@H:25]([C:28]([NH:30][C:31]2[CH:36]=[CH:35][C:34]([O:37][C:38]3[CH:39]=[CH:40][C:41]([F:44])=[CH:42][CH:43]=3)=[CH:33][CH:32]=2)=[O:29])[CH2:24]1)[C:17]1[CH:18]=[CH:19][CH:20]=[CH:21][CH:22]=1.